This data is from Catalyst prediction with 721,799 reactions and 888 catalyst types from USPTO. The task is: Predict which catalyst facilitates the given reaction. (1) Reactant: [Br:1]N1C(=O)CCC1=O.[Br:9][C:10]1[N:11]=[C:12]([Br:19])[C:13]2[N:14]([CH:16]=[CH:17][N:18]=2)[CH:15]=1. Product: [Br:1][C:16]1[N:14]2[CH:15]=[C:10]([Br:9])[N:11]=[C:12]([Br:19])[C:13]2=[N:18][CH:17]=1. The catalyst class is: 4. (2) Reactant: CS(O[CH2:6][CH2:7][N:8]1[CH2:12][CH:11]([C:13]2[CH:18]=[CH:17][CH:16]=[C:15]([C:19]([F:22])([F:21])[F:20])[CH:14]=2)[N:10]([C:23]2[CH:28]=[CH:27][C:26]([O:29][C:30]3[CH:35]=[CH:34][C:33]([Cl:36])=[CH:32][CH:31]=3)=[CH:25][CH:24]=2)[C:9]1=[O:37])(=O)=O.[NH4+:38].[OH-]. Product: [NH2:38][CH2:6][CH2:7][N:8]1[CH2:12][CH:11]([C:13]2[CH:18]=[CH:17][CH:16]=[C:15]([C:19]([F:20])([F:21])[F:22])[CH:14]=2)[N:10]([C:23]2[CH:24]=[CH:25][C:26]([O:29][C:30]3[CH:35]=[CH:34][C:33]([Cl:36])=[CH:32][CH:31]=3)=[CH:27][CH:28]=2)[C:9]1=[O:37]. The catalyst class is: 378. (3) Reactant: C(N(CC)CC)C.[CH3:8][S:9](Cl)(=[O:11])=[O:10].[OH:13][CH2:14][C@H:15]([NH:20][C:21](=[O:27])[O:22][C:23]([CH3:26])([CH3:25])[CH3:24])[CH2:16][CH:17]([CH3:19])[CH3:18].C(=O)([O-])O.[Na+]. Product: [CH3:8][S:9]([O:13][CH2:14][C@H:15]([NH:20][C:21]([O:22][C:23]([CH3:25])([CH3:24])[CH3:26])=[O:27])[CH2:16][CH:17]([CH3:19])[CH3:18])(=[O:11])=[O:10]. The catalyst class is: 1. (4) Reactant: [CH3:1][O:2][C:3]1C=C([CH:7]=[CH:8][C:9]=1[O:10][CH2:11][O:12][CH2:13][CH2:14][Si:15]([CH3:18])([CH3:17])[CH3:16])N.[CH2:19]([N:21]([CH2:24][CH3:25])[CH2:22][CH3:23])[CH3:20].Br[CH:27]([CH2:31][CH2:32]Br)C(Cl)=O.[OH-:34].[K+].O.O.[O-:38][C:39]1[CH:44]=[CH:43][CH:42]=[CH:41][CH:40]=1.[Li+]. Product: [CH:27]1([C:42]2[CH:43]=[CH:44][C:39]([O:38][CH:20]3[CH2:23][CH2:22][N:21]([C:24]4[CH:7]=[CH:8][C:9]([O:10][CH2:11][O:12][CH2:13][CH2:14][Si:15]([CH3:16])([CH3:17])[CH3:18])=[C:3]([O:2][CH3:1])[CH:25]=4)[C:19]3=[O:34])=[CH:40][CH:41]=2)[CH2:31][CH2:32]1. The catalyst class is: 146. (5) Reactant: [S:1]1[C:5]([C:6](O)=[O:7])=[CH:4][C:3]2[CH2:9][CH2:10][CH2:11][CH2:12][C:2]1=2.C(Cl)(=O)C(Cl)=O.C(N(CC)CC)C.[CH3:26][NH:27][O:28][CH3:29]. Product: [CH3:29][O:28][N:27]([CH3:26])[C:6]([C:5]1[S:1][C:2]2[CH2:12][CH2:11][CH2:10][CH2:9][C:3]=2[CH:4]=1)=[O:7]. The catalyst class is: 85.